From a dataset of Catalyst prediction with 721,799 reactions and 888 catalyst types from USPTO. Predict which catalyst facilitates the given reaction. (1) Reactant: [Cl:1][C:2]1[CH:7]=[C:6]([Cl:8])[CH:5]=[C:4]([N+:9]([O-:11])=[O:10])[C:3]=1[OH:12].C(N(CC)CC)C.[F:20][C:21]([F:34])([F:33])[S:22](O[S:22]([C:21]([F:34])([F:33])[F:20])(=[O:24])=[O:23])(=[O:24])=[O:23]. Product: [F:20][C:21]([F:34])([F:33])[S:22]([O:12][C:3]1[C:4]([N+:9]([O-:11])=[O:10])=[CH:5][C:6]([Cl:8])=[CH:7][C:2]=1[Cl:1])(=[O:24])=[O:23]. The catalyst class is: 2. (2) Product: [CH3:40][N:42]1[CH2:47][CH2:46][CH:45]([NH:48][C:10]([C:8]2[CH:7]=[CH:6][C:5]3[N:1]=[CH:2][NH:3][C:4]=3[CH:9]=2)=[O:12])[CH2:44][CH2:43]1. Reactant: [N:1]1[C:5]2[CH:6]=[CH:7][C:8]([C:10]([OH:12])=O)=[CH:9][C:4]=2[NH:3][CH:2]=1.CCN=C=NCCCN(C)C.Cl.C1C=CC2N(O)N=NC=2C=1.C(O[C:40]([N:42]1[CH2:47][CH2:46][CH:45]([NH2:48])[CH2:44][CH2:43]1)=O)(C)(C)C.CCN(C(C)C)C(C)C. The catalyst class is: 4. (3) Reactant: [Si:1]([O:18][CH:19]1[CH2:22][N:21]([C:23]2[S:24][CH:25]=[C:26]([C:28](OCC)=[O:29])[N:27]=2)[CH2:20]1)([C:14]([CH3:17])([CH3:16])[CH3:15])([C:8]1[CH:13]=[CH:12][CH:11]=[CH:10][CH:9]=1)[C:2]1[CH:7]=[CH:6][CH:5]=[CH:4][CH:3]=1.[Si:33]([O:50][CH2:51][C@@H:52]([NH2:54])[CH3:53])([C:46]([CH3:49])([CH3:48])[CH3:47])([C:40]1[CH:45]=[CH:44][CH:43]=[CH:42][CH:41]=1)[C:34]1[CH:39]=[CH:38][CH:37]=[CH:36][CH:35]=1.C[Al](C)C.C(O)(=O)C.C(OCC)(=O)C. Product: [Si:1]([O:18][CH:19]1[CH2:22][N:21]([C:23]2[S:24][CH:25]=[C:26]([C:28](=[O:29])[NH:54][C@@H:52]([CH3:53])[CH2:51][O:50][Si:33]([C:46]([CH3:48])([CH3:49])[CH3:47])([C:40]3[CH:41]=[CH:42][CH:43]=[CH:44][CH:45]=3)[C:34]3[CH:35]=[CH:36][CH:37]=[CH:38][CH:39]=3)[N:27]=2)[CH2:20]1)([C:14]([CH3:17])([CH3:16])[CH3:15])([C:2]1[CH:3]=[CH:4][CH:5]=[CH:6][CH:7]=1)[C:8]1[CH:13]=[CH:12][CH:11]=[CH:10][CH:9]=1. The catalyst class is: 48. (4) Reactant: [F:1][C:2]1[CH:3]=[C:4]2[C:8](=[CH:9][CH:10]=1)[NH:7][CH:6]=[C:5]2[CH2:11][CH:12]([NH:15][C:16](=[O:28])[C:17]1[CH:22]=[C:21](I)[CH:20]=[CH:19][C:18]=1[O:24][CH2:25][CH2:26][CH3:27])[CH2:13][OH:14].[CH2:29]([OH:32])[C:30]#[CH:31].CCCC[N+](CCCC)(CCCC)CCCC.[F-]. Product: [F:1][C:2]1[CH:3]=[C:4]2[C:8](=[CH:9][CH:10]=1)[NH:7][CH:6]=[C:5]2[CH2:11][CH:12]([NH:15][C:16](=[O:28])[C:17]1[CH:22]=[C:21]([C:31]#[C:30][CH2:29][OH:32])[CH:20]=[CH:19][C:18]=1[O:24][CH2:25][CH2:26][CH3:27])[CH2:13][OH:14]. The catalyst class is: 235. (5) Reactant: [CH2:1]1[O:4][C@H:2]1[CH3:3].[Si:5]([O:22][C@H:23]([CH3:35])[C@H:24]([NH2:34])[C:25]1[CH:30]=[C:29]([F:31])[C:28]([F:32])=[C:27]([F:33])[CH:26]=1)([C:18]([CH3:21])([CH3:20])[CH3:19])([C:12]1[CH:17]=[CH:16][CH:15]=[CH:14][CH:13]=1)[C:6]1[CH:11]=[CH:10][CH:9]=[CH:8][CH:7]=1.Cl([O-])(=O)(=O)=O.[Li+].C(Cl)Cl. Product: [Si:5]([O:22][C@H:23]([CH3:35])[C@H:24]([NH:34][CH2:1][C@@H:2]([OH:4])[CH3:3])[C:25]1[CH:30]=[C:29]([F:31])[C:28]([F:32])=[C:27]([F:33])[CH:26]=1)([C:18]([CH3:19])([CH3:20])[CH3:21])([C:12]1[CH:17]=[CH:16][CH:15]=[CH:14][CH:13]=1)[C:6]1[CH:7]=[CH:8][CH:9]=[CH:10][CH:11]=1. The catalyst class is: 27. (6) Reactant: C([O:4][CH2:5][C:6]1[N:7]=[C:8](/[CH:11]=[CH:12]/[C:13]2[CH:18]=[CH:17][C:16]([C:19]([F:22])([F:21])[F:20])=[CH:15][CH:14]=2)[O:9][CH:10]=1)(=O)C.[OH-].[Na+]. Product: [OH:4][CH2:5][C:6]1[N:7]=[C:8](/[CH:11]=[CH:12]/[C:13]2[CH:18]=[CH:17][C:16]([C:19]([F:22])([F:21])[F:20])=[CH:15][CH:14]=2)[O:9][CH:10]=1. The catalyst class is: 5.